Dataset: Catalyst prediction with 721,799 reactions and 888 catalyst types from USPTO. Task: Predict which catalyst facilitates the given reaction. (1) Reactant: C[O:2][C:3](=[O:49])[CH2:4][C:5]([CH3:48])([CH3:47])[CH2:6][CH2:7][N:8]1[CH2:14][CH2:13][CH2:12][C@H:11]([N:15]([CH2:22][C:23]2[CH:28]=[C:27]([C:29]([F:32])([F:31])[F:30])[CH:26]=[C:25]([C:33]([F:36])([F:35])[F:34])[CH:24]=2)[C:16]2[N:17]=[N:18][N:19]([CH3:21])[N:20]=2)[C:10]2[CH:37]=[C:38]([CH3:46])[C:39]([C:42]([F:45])([F:44])[F:43])=[C:40]([CH3:41])[C:9]1=2. Product: [F:31][C:29]([F:30])([F:32])[C:27]1[CH:28]=[C:23]([CH:24]=[C:25]([C:33]([F:36])([F:35])[F:34])[CH:26]=1)[CH2:22][N:15]([C:16]1[N:17]=[N:18][N:19]([CH3:21])[N:20]=1)[C@H:11]1[CH2:12][CH2:13][CH2:14][N:8]([CH2:7][CH2:6][C:5]([CH3:47])([CH3:48])[CH2:4][C:3]([OH:49])=[O:2])[C:9]2[C:40]([CH3:41])=[C:39]([C:42]([F:43])([F:44])[F:45])[C:38]([CH3:46])=[CH:37][C:10]1=2. The catalyst class is: 562. (2) Reactant: [C:1]([C:5]1[CH:6]=[C:7]([C:16]2[N:20]([CH2:21][CH:22]3[CH2:27][CH2:26][CH2:25][CH2:24][CH2:23]3)[C:19]([CH3:28])=[C:18]([S:29]([NH2:32])(=[O:31])=[O:30])[CH:17]=2)[CH:8]=[C:9]([C:11]([C:14]#N)([CH3:13])[CH3:12])[CH:10]=1)([CH3:4])([CH3:3])[CH3:2].[OH-:33].[Na+].[OH2:35]. Product: [C:1]([C:5]1[CH:10]=[C:9]([C:11]([CH3:12])([CH3:13])[C:14]([OH:35])=[O:33])[CH:8]=[C:7]([C:16]2[N:20]([CH2:21][CH:22]3[CH2:27][CH2:26][CH2:25][CH2:24][CH2:23]3)[C:19]([CH3:28])=[C:18]([S:29](=[O:31])(=[O:30])[NH2:32])[CH:17]=2)[CH:6]=1)([CH3:4])([CH3:3])[CH3:2]. The catalyst class is: 14. (3) Reactant: Cl[CH2:2][C:3]1[N:7]([CH2:8][C:9]([O:11]CC)=O)[N:6]=[C:5]([N+:14]([O-:16])=[O:15])[CH:4]=1.[CH3:17][NH2:18]. Product: [CH3:17][N:18]1[C:9](=[O:11])[CH2:8][N:7]2[N:6]=[C:5]([N+:14]([O-:16])=[O:15])[CH:4]=[C:3]2[CH2:2]1. The catalyst class is: 46. (4) Reactant: Cl.[N+](C1C=C[C:8]([O:11][C:12](=[O:33])[NH:13][C:14]2[CH:19]=[CH:18][CH:17]=[C:16]([CH:20]3[C:29]4[C:24](=[C:25]([Cl:31])[CH:26]=[C:27]([Cl:30])[CH:28]=4)[CH2:23][N:22]([CH3:32])[CH2:21]3)[CH:15]=2)=[CH:7]C=1)([O-])=O.[CH3:34][N:35](C)[CH2:36]CO.O.C(=O)([O-])[O-].[K+].[K+]. Product: [ClH:30].[CH3:34][N:35]([CH3:36])[CH2:7][CH2:8][O:11][C:12](=[O:33])[NH:13][C:14]1[CH:19]=[CH:18][CH:17]=[C:16]([CH:20]2[C:29]3[C:24](=[C:25]([Cl:31])[CH:26]=[C:27]([Cl:30])[CH:28]=3)[CH2:23][N:22]([CH3:32])[CH2:21]2)[CH:15]=1. The catalyst class is: 4. (5) The catalyst class is: 1. Product: [CH3:1][O:2][C:3]1[C:8]([CH3:9])=[CH:7][N:6]=[C:5]([CH2:10][NH:11][CH2:20][C:21]([O:23][CH2:24][CH3:25])=[O:22])[C:4]=1[CH3:12]. Reactant: [CH3:1][O:2][C:3]1[C:8]([CH3:9])=[CH:7][N:6]=[C:5]([CH2:10][NH2:11])[C:4]=1[CH3:12].C([O-])([O-])=O.[K+].[K+].Cl[CH2:20][C:21]([O:23][CH2:24][CH3:25])=[O:22].